This data is from Catalyst prediction with 721,799 reactions and 888 catalyst types from USPTO. The task is: Predict which catalyst facilitates the given reaction. (1) The catalyst class is: 2. Reactant: C(OC(=O)[NH:7][CH2:8][CH2:9][N:10]1[C:18]2[C:13](=[CH:14][CH:15]=[C:16]([S:19][CH3:20])[CH:17]=2)[CH:12]=[C:11]1[C:21](=[O:25])[CH:22]([CH3:24])[CH3:23])(C)(C)C.C(O)(C(F)(F)F)=O. Product: [NH2:7][CH2:8][CH2:9][N:10]1[C:18]2[C:13](=[CH:14][CH:15]=[C:16]([S:19][CH3:20])[CH:17]=2)[CH:12]=[C:11]1[C:21](=[O:25])[CH:22]([CH3:23])[CH3:24]. (2) Reactant: Cl[C:2]1[CH:31]=[CH:30][C:5]2=[N:6][N:7]([C:9]3[CH:14]=[C:13]([C:15]([CH2:18][C:19]([CH3:22])([CH3:21])[CH3:20])([CH3:17])[CH3:16])[CH:12]=[C:11]([C:23]4[CH:28]=[CH:27][CH:26]=[CH:25][CH:24]=4)[C:10]=3[OH:29])[N:8]=[C:4]2[CH:3]=1.[OH-].[K+].[C:34]1([SH:40])[CH:39]=[CH:38][CH:37]=[CH:36][CH:35]=1. Product: [C:34]1([S:40][C:2]2[CH:31]=[CH:30][C:5]3=[N:6][N:7]([C:9]4[CH:14]=[C:13]([C:15]([CH2:18][C:19]([CH3:22])([CH3:21])[CH3:20])([CH3:17])[CH3:16])[CH:12]=[C:11]([C:23]5[CH:28]=[CH:27][CH:26]=[CH:25][CH:24]=5)[C:10]=4[OH:29])[N:8]=[C:4]3[CH:3]=2)[CH:39]=[CH:38][CH:37]=[CH:36][CH:35]=1. The catalyst class is: 60.